Dataset: Forward reaction prediction with 1.9M reactions from USPTO patents (1976-2016). Task: Predict the product of the given reaction. (1) Given the reactants O=[C:2]1[CH2:7][CH2:6][CH:5]([C:8]([O:10][CH2:11][CH3:12])=[O:9])[CH2:4][CH2:3]1.O.[NH2:14]N.C[N:17]([CH:19](OC)OC)C, predict the reaction product. The product is: [NH:14]1[C:2]2[CH2:7][CH2:6][CH:5]([C:8]([O:10][CH2:11][CH3:12])=[O:9])[CH2:4][C:3]=2[CH:19]=[N:17]1. (2) Given the reactants [F:1][C:2]1[C:3]([NH:28][CH:29]([C:41]([CH3:44])([CH3:43])[CH3:42])[CH2:30][S@@:31]([CH2:33][C:34]([O:36]C(C)(C)C)=[O:35])=[O:32])=[N:4][C:5]([C:8]2[C:16]3[C:11](=[N:12][CH:13]=[C:14]([F:17])[CH:15]=3)[N:10](S(C3C=CC(C)=CC=3)(=O)=O)[CH:9]=2)=[N:6][CH:7]=1.C[O-].[Na+].[NH4+].[Cl-], predict the reaction product. The product is: [F:1][C:2]1[C:3]([NH:28][CH:29]([C:41]([CH3:44])([CH3:43])[CH3:42])[CH2:30][S@@:31]([CH2:33][C:34]([OH:36])=[O:35])=[O:32])=[N:4][C:5]([C:8]2[C:16]3[C:11](=[N:12][CH:13]=[C:14]([F:17])[CH:15]=3)[NH:10][CH:9]=2)=[N:6][CH:7]=1. (3) Given the reactants C([O:8][C:9]1[CH:10]=[C:11]([C:23]2[CH:24]=[C:25]([CH:29]=[CH:30][CH:31]=2)[C:26]([NH2:28])=[O:27])[CH:12]=[C:13]([O:15]CC2C=CC=CC=2)[CH:14]=1)C1C=CC=CC=1.C1CCCCC=1, predict the reaction product. The product is: [OH:8][C:9]1[CH:10]=[C:11]([C:23]2[CH:24]=[C:25]([CH:29]=[CH:30][CH:31]=2)[C:26]([NH2:28])=[O:27])[CH:12]=[C:13]([OH:15])[CH:14]=1. (4) The product is: [NH:8]([C:9]1[CH:21]=[C:20]([C:22]2[CH:23]=[CH:24][CH:25]=[CH:26][CH:27]=2)[CH:19]=[CH:18][C:10]=1[C:11]([O:13][C:14]([CH3:17])([CH3:16])[CH3:15])=[O:12])[C:2]1[CH:7]=[CH:6][CH:5]=[CH:4][CH:3]=1. Given the reactants I[C:2]1[CH:7]=[CH:6][CH:5]=[CH:4][CH:3]=1.[NH2:8][C:9]1[CH:21]=[C:20]([C:22]2[CH:27]=[CH:26][CH:25]=[CH:24][CH:23]=2)[CH:19]=[CH:18][C:10]=1[C:11]([O:13][C:14]([CH3:17])([CH3:16])[CH3:15])=[O:12].C1(P(C2C=CC=CC=2)C2C=CC3C(=CC=CC=3)C=2C2C3C(=CC=CC=3)C=CC=2P(C2C=CC=CC=2)C2C=CC=CC=2)C=CC=CC=1.C(=O)([O-])[O-].[Cs+].[Cs+], predict the reaction product.